From a dataset of Reaction yield outcomes from USPTO patents with 853,638 reactions. Predict the reaction yield, written as a fraction of the theoretical maximum amount of product (1.0 means a 100% yield; for example, 0.34 means a 34% yield). (1) The reactants are C([NH:5][S:6]([C:9]1[CH:14]=[CH:13][CH:12]=[C:11]([C:15]2[CH:20]=[C:19]([C:21]3[N:26]=[C:25]([C:27]4[CH:32]=[CH:31][C:30]([F:33])=[CH:29][CH:28]=4)[CH:24]=[C:23]([C:34]([F:37])([F:36])[F:35])[N:22]=3)[CH:18]=[CH:17][N:16]=2)[CH:10]=1)(=[O:8])=[O:7])(C)(C)C.C(O)(C(F)(F)F)=O. The catalyst is ClCCl. The product is [F:33][C:30]1[CH:29]=[CH:28][C:27]([C:25]2[CH:24]=[C:23]([C:34]([F:36])([F:37])[F:35])[N:22]=[C:21]([C:19]3[CH:18]=[CH:17][N:16]=[C:15]([C:11]4[CH:10]=[C:9]([S:6]([NH2:5])(=[O:8])=[O:7])[CH:14]=[CH:13][CH:12]=4)[CH:20]=3)[N:26]=2)=[CH:32][CH:31]=1. The yield is 0.780. (2) The reactants are [C:1]([C:3]1[CH:4]=C(C=C(OC(F)(F)F)C=1)C(O)=O)#[N:2].[NH:17]=[C:18]([O:33]C)[C:19]1[CH:20]=[C:21]([CH:25]=[C:26]([O:28][C:29]([F:32])([F:31])[F:30])[CH:27]=1)[C:22]([OH:24])=[O:23].[C:35](Cl)(=O)[C:36](Cl)=O.[CH2:41]([N:43](CC)CC)C.Cl[CH2:49]Cl. The catalyst is CN(C)C=O. The product is [CH3:49][O:24][C:22]([C:21]1[CH:20]=[C:19]([C:18]2[O:33][N:43]=[C:41]([C:36]3[CH:35]=[CH:4][CH:3]=[CH:1][N:2]=3)[N:17]=2)[CH:27]=[C:26]([O:28][C:29]([F:30])([F:31])[F:32])[CH:25]=1)=[O:23]. The yield is 0.0150. (3) The reactants are [Br:1][C:2]1[CH:3]=[C:4]([NH:10][C:11]2[N:16]=[CH:15][C:14]([C:17]([NH:20]C(=O)CCl)([CH3:19])[CH3:18])=[CH:13][CH:12]=2)[C:5](=[O:9])[N:6]([CH3:8])[CH:7]=1.NC(N)=S.C(O)C.C(=O)(O)[O-].[Na+]. The catalyst is O.C(O)(=O)C. The product is [NH2:20][C:17]([C:14]1[CH:13]=[CH:12][C:11]([NH:10][C:4]2[C:5](=[O:9])[N:6]([CH3:8])[CH:7]=[C:2]([Br:1])[CH:3]=2)=[N:16][CH:15]=1)([CH3:18])[CH3:19]. The yield is 0.910.